Dataset: Forward reaction prediction with 1.9M reactions from USPTO patents (1976-2016). Task: Predict the product of the given reaction. (1) Given the reactants [Cl:1][C:2]1[CH:17]=[CH:16][C:5]([C:6]2[C:11]([C:12](=O)[CH3:13])=[CH:10][C:9]([F:15])=[CH:8][CH:7]=2)=[CH:4][CH:3]=1.C([O:20][C:21]([C:23]1[CH:46]=[CH:45][C:26]2[N:27]([CH:39]3[CH2:44][CH2:43][CH2:42][CH2:41][CH2:40]3)[C:28]([C:30]3[CH:35]=[CH:34][C:33]([NH2:36])=[C:32]([CH:37]=O)[CH:31]=3)=[N:29][C:25]=2[CH:24]=1)=[O:22])C.[OH-].[K+].Cl, predict the reaction product. The product is: [Cl:1][C:2]1[CH:17]=[CH:16][C:5]([C:6]2[C:11]([C:12]3[CH:13]=[CH:37][C:32]4[C:33](=[CH:34][CH:35]=[C:30]([C:28]5[N:27]([CH:39]6[CH2:40][CH2:41][CH2:42][CH2:43][CH2:44]6)[C:26]6[CH:45]=[CH:46][C:23]([C:21]([OH:22])=[O:20])=[CH:24][C:25]=6[N:29]=5)[CH:31]=4)[N:36]=3)=[CH:10][C:9]([F:15])=[CH:8][CH:7]=2)=[CH:4][CH:3]=1. (2) Given the reactants [C:1]([O:5][C:6](=[O:29])[NH:7][CH2:8][CH2:9][CH2:10][CH2:11][C@H:12]([NH:17][C:18](=[O:28])[C:19]1[CH:24]=[CH:23][CH:22]=[C:21]([N:25]=[N+:26]=[N-:27])[CH:20]=1)[C:13](=[O:16])[CH2:14]Br)([CH3:4])([CH3:3])[CH3:2].[F:30][C:31]1[C:36]([F:37])=[CH:35][C:34]([F:38])=[C:33]([F:39])[C:32]=1[OH:40].[F-].[K+].CC(=O)OCC, predict the reaction product. The product is: [C:1]([O:5][C:6](=[O:29])[NH:7][CH2:8][CH2:9][CH2:10][CH2:11][C@H:12]([NH:17][C:18](=[O:28])[C:19]1[CH:24]=[CH:23][CH:22]=[C:21]([N:25]=[N+:26]=[N-:27])[CH:20]=1)[C:13](=[O:16])[CH2:14][O:40][C:32]1[C:33]([F:39])=[C:34]([F:38])[CH:35]=[C:36]([F:37])[C:31]=1[F:30])([CH3:4])([CH3:3])[CH3:2].